The task is: Predict the product of the given reaction.. This data is from Forward reaction prediction with 1.9M reactions from USPTO patents (1976-2016). (1) Given the reactants [C:1]([O:5][C:6]([N:8]1[CH2:12][CH2:11][C@@H:10]([NH2:13])[CH2:9]1)=[O:7])([CH3:4])([CH3:3])[CH3:2].F[C:15]1[CH:20]=[CH:19][C:18]([N+:21]([O-:23])=[O:22])=[C:17]([C:24]([F:27])([F:26])[F:25])[CH:16]=1.C(=O)([O-])[O-].[K+].[K+].[I-].[K+], predict the reaction product. The product is: [C:1]([O:5][C:6]([N:8]1[CH2:12][CH2:11][C@@H:10]([NH:13][C:15]2[CH:20]=[CH:19][C:18]([N+:21]([O-:23])=[O:22])=[C:17]([C:24]([F:25])([F:27])[F:26])[CH:16]=2)[CH2:9]1)=[O:7])([CH3:4])([CH3:2])[CH3:3]. (2) Given the reactants [Cl:1][C:2]1[CH:3]=[C:4]2[C:9](=[CH:10][CH:11]=1)[NH:8][C:7](=[O:12])[C:6]([C:13](=O)[CH2:14][CH2:15][O:16][CH3:17])=[C:5]2O.O.[NH2:21][NH2:22], predict the reaction product. The product is: [Cl:1][C:2]1[CH:11]=[CH:10][C:9]2[NH:8][C:7](=[O:12])[C:6]3=[C:13]([CH2:14][CH2:15][O:16][CH3:17])[NH:21][N:22]=[C:5]3[C:4]=2[CH:3]=1.